Regression. Given two drug SMILES strings and cell line genomic features, predict the synergy score measuring deviation from expected non-interaction effect. From a dataset of NCI-60 drug combinations with 297,098 pairs across 59 cell lines. (1) Drug 1: COC1=C(C=C2C(=C1)N=CN=C2NC3=CC(=C(C=C3)F)Cl)OCCCN4CCOCC4. Drug 2: C1=CC(=C2C(=C1NCCNCCO)C(=O)C3=C(C=CC(=C3C2=O)O)O)NCCNCCO. Cell line: UACC-257. Synergy scores: CSS=40.7, Synergy_ZIP=2.12, Synergy_Bliss=13.2, Synergy_Loewe=-1.69, Synergy_HSA=14.2. (2) Drug 1: CC1=C(C=C(C=C1)NC2=NC=CC(=N2)N(C)C3=CC4=NN(C(=C4C=C3)C)C)S(=O)(=O)N.Cl. Drug 2: C1CCN(CC1)CCOC2=CC=C(C=C2)C(=O)C3=C(SC4=C3C=CC(=C4)O)C5=CC=C(C=C5)O. Cell line: NCI/ADR-RES. Synergy scores: CSS=1.12, Synergy_ZIP=2.11, Synergy_Bliss=4.82, Synergy_Loewe=4.20, Synergy_HSA=2.64. (3) Drug 1: C(CC(=O)O)C(=O)CN.Cl. Cell line: SNB-75. Drug 2: CCC1(C2=C(COC1=O)C(=O)N3CC4=CC5=C(C=CC(=C5CN(C)C)O)N=C4C3=C2)O.Cl. Synergy scores: CSS=31.6, Synergy_ZIP=-4.15, Synergy_Bliss=2.25, Synergy_Loewe=2.51, Synergy_HSA=2.57. (4) Cell line: UO-31. Synergy scores: CSS=43.1, Synergy_ZIP=5.73, Synergy_Bliss=8.45, Synergy_Loewe=1.31, Synergy_HSA=6.89. Drug 1: CS(=O)(=O)CCNCC1=CC=C(O1)C2=CC3=C(C=C2)N=CN=C3NC4=CC(=C(C=C4)OCC5=CC(=CC=C5)F)Cl. Drug 2: CC1C(C(CC(O1)OC2CC(CC3=C2C(=C4C(=C3O)C(=O)C5=C(C4=O)C(=CC=C5)OC)O)(C(=O)CO)O)N)O.Cl. (5) Drug 1: CC1=C(C(=CC=C1)Cl)NC(=O)C2=CN=C(S2)NC3=CC(=NC(=N3)C)N4CCN(CC4)CCO. Drug 2: CC1C(C(CC(O1)OC2CC(OC(C2O)C)OC3=CC4=CC5=C(C(=O)C(C(C5)C(C(=O)C(C(C)O)O)OC)OC6CC(C(C(O6)C)O)OC7CC(C(C(O7)C)O)OC8CC(C(C(O8)C)O)(C)O)C(=C4C(=C3C)O)O)O)O. Cell line: HCT116. Synergy scores: CSS=54.0, Synergy_ZIP=-2.12, Synergy_Bliss=-2.45, Synergy_Loewe=-6.92, Synergy_HSA=-2.31.